From a dataset of Forward reaction prediction with 1.9M reactions from USPTO patents (1976-2016). Predict the product of the given reaction. (1) Given the reactants [CH2:1]([C:3]1[C:10]([C:11]2[CH:12]=[N:13][C:14]([C:17]3[CH:22]=[CH:21][C:20]([O:23][CH:24]([CH3:26])[CH3:25])=[C:19]([C:27]([F:30])([F:29])[F:28])[CH:18]=3)=[N:15][CH:16]=2)=[CH:9][CH:8]=[CH:7][C:4]=1[CH:5]=O)[CH3:2].[NH:31]1[CH2:34][CH:33]([C:35]([OH:37])=[O:36])[CH2:32]1.C(O[BH-](OC(=O)C)OC(=O)C)(=O)C.[Na+].C([O-])(O)=O.[Na+], predict the reaction product. The product is: [CH2:1]([C:3]1[C:10]([C:11]2[CH:16]=[N:15][C:14]([C:17]3[CH:22]=[CH:21][C:20]([O:23][CH:24]([CH3:25])[CH3:26])=[C:19]([C:27]([F:29])([F:30])[F:28])[CH:18]=3)=[N:13][CH:12]=2)=[CH:9][CH:8]=[CH:7][C:4]=1[CH2:5][N:31]1[CH2:34][CH:33]([C:35]([OH:37])=[O:36])[CH2:32]1)[CH3:2]. (2) The product is: [Si:1]([O:18][CH2:19][CH2:20][CH2:21][CH2:22][CH2:23][N:24]([CH:25]([CH3:27])[CH3:26])[C:28](=[O:35])[CH2:29][CH2:30][CH2:31][CH2:32][CH2:33][CH3:34])([C:14]([CH3:16])([CH3:17])[CH3:15])([C:8]1[CH:9]=[CH:10][CH:11]=[CH:12][CH:13]=1)[C:2]1[CH:3]=[CH:4][CH:5]=[CH:6][CH:7]=1. Given the reactants [Si:1]([O:18][CH2:19][CH2:20][CH2:21][CH2:22][CH2:23][NH:24][CH:25]([CH3:27])[CH3:26])([C:14]([CH3:17])([CH3:16])[CH3:15])([C:8]1[CH:13]=[CH:12][CH:11]=[CH:10][CH:9]=1)[C:2]1[CH:7]=[CH:6][CH:5]=[CH:4][CH:3]=1.[C:28](O)(=[O:35])[CH2:29][CH2:30][CH2:31][CH2:32][CH2:33][CH3:34], predict the reaction product. (3) Given the reactants [CH2:1]([O:6][C:7]1[C:16]2[C:11](=[CH:12][CH:13]=[CH:14][CH:15]=2)[C:10]([CH:17]=O)=[CH:9][CH:8]=1)[CH2:2][CH:3]([CH3:5])[CH3:4].[CH3:19][CH:20]([CH3:36])[C:21]([NH:23][C:24]1[CH:29]=[CH:28][CH:27]=[C:26]([CH:30]2[CH2:35][CH2:34][NH:33][CH2:32][CH2:31]2)[CH:25]=1)=[O:22], predict the reaction product. The product is: [CH2:1]([O:6][C:7]1[C:16]2[C:11](=[CH:12][CH:13]=[CH:14][CH:15]=2)[C:10]([CH2:17][N:33]2[CH2:34][CH2:35][CH:30]([C:26]3[CH:25]=[C:24]([NH:23][C:21](=[O:22])[CH:20]([CH3:19])[CH3:36])[CH:29]=[CH:28][CH:27]=3)[CH2:31][CH2:32]2)=[CH:9][CH:8]=1)[CH2:2][CH:3]([CH3:4])[CH3:5].